Dataset: Full USPTO retrosynthesis dataset with 1.9M reactions from patents (1976-2016). Task: Predict the reactants needed to synthesize the given product. (1) Given the product [CH3:28][C:33]1[O:37][N:36]=[CH:31][C:32]=1[NH:34][C:11](=[O:13])[C:10]1[CH:14]=[C:15]([C:18]2[CH:23]=[CH:22][N:21]=[CH:20][CH:19]=2)[CH:16]=[CH:17][C:9]=1[O:8][CH2:7][C:1]1[CH:2]=[CH:3][CH:4]=[CH:5][CH:6]=1, predict the reactants needed to synthesize it. The reactants are: [C:1]1([CH2:7][O:8][C:9]2[CH:17]=[CH:16][C:15]([C:18]3[CH:23]=[CH:22][N:21]=[CH:20][CH:19]=3)=[CH:14][C:10]=2[C:11]([OH:13])=O)[CH:6]=[CH:5][CH:4]=[CH:3][CH:2]=1.C(Cl)CCl.[CH:28]1C=C[C:31]2[N:36]([OH:37])N=[N:34][C:32]=2[CH:33]=1.CC1ON=CC=1N. (2) Given the product [CH2:1]([N:8]([CH:9]1[CH2:15][C:14]2[CH:16]=[C:17]([O:20][CH2:21][C:22]([NH:24][CH2:25][CH2:26][CH2:27][CH3:28])=[O:23])[CH:18]=[CH:19][C:13]=2[CH2:12][CH2:11][CH2:10]1)[CH2:44][C@H:43]([OH:45])[CH2:42][O:41][C:40]1[CH:46]=[CH:47][C:37]([O:36][CH2:29][C:30]2[CH:35]=[CH:34][CH:33]=[CH:32][CH:31]=2)=[CH:38][CH:39]=1)[C:2]1[CH:3]=[CH:4][CH:5]=[CH:6][CH:7]=1, predict the reactants needed to synthesize it. The reactants are: [CH2:1]([NH:8][CH:9]1[CH2:15][C:14]2[CH:16]=[C:17]([O:20][CH2:21][C:22]([NH:24][CH2:25][CH2:26][CH2:27][CH3:28])=[O:23])[CH:18]=[CH:19][C:13]=2[CH2:12][CH2:11][CH2:10]1)[C:2]1[CH:7]=[CH:6][CH:5]=[CH:4][CH:3]=1.[CH2:29]([O:36][C:37]1[CH:47]=[CH:46][C:40]([O:41][CH2:42][C@H:43]2[O:45][CH2:44]2)=[CH:39][CH:38]=1)[C:30]1[CH:35]=[CH:34][CH:33]=[CH:32][CH:31]=1.FC(F)(F)S([O-])(=O)=O.[Yb+3].FC(F)(F)S([O-])(=O)=O.FC(F)(F)S([O-])(=O)=O.C(=O)(O)[O-].[Na+]. (3) Given the product [Cl:43][C:41]1[CH:40]=[CH:39][C:38]([C:44]#[N:45])=[C:37]([C:32]2[C:33]([O:35][CH3:36])=[CH:34][N:29]([CH:16]([CH2:15][C@H:12]3[CH2:13][CH2:14][C@H:9]([OH:8])[CH2:10][CH2:11]3)[C:17]([NH:19][C:20]3[CH:21]=[CH:22][C:23]4[N:24]([CH:26]=[CH:27][N:28]=4)[CH:25]=3)=[O:18])[C:30](=[O:46])[CH:31]=2)[CH:42]=1, predict the reactants needed to synthesize it. The reactants are: [Si]([O:8][C@H:9]1[CH2:14][CH2:13][C@H:12]([CH2:15][CH:16]([N:29]2[CH:34]=[C:33]([O:35][CH3:36])[C:32]([C:37]3[CH:42]=[C:41]([Cl:43])[CH:40]=[CH:39][C:38]=3[C:44]#[N:45])=[CH:31][C:30]2=[O:46])[C:17]([NH:19][C:20]2[CH:21]=[CH:22][C:23]3[N:24]([CH:26]=[CH:27][N:28]=3)[CH:25]=2)=[O:18])[CH2:11][CH2:10]1)(C(C)(C)C)(C)C.Cl. (4) Given the product [F:18][C:19]1[CH:27]=[C:26]2[C:22]([C:23]([C:28]3[CH2:29][CH2:30][N:31]([CH2:16][CH2:15][N:11]4[C:12]5[C:7](=[CH:6][C:5]([C:3]([NH:2][CH3:1])=[O:4])=[CH:14][CH:13]=5)[CH2:8][CH2:9][CH2:10]4)[CH2:32][CH:33]=3)=[CH:24][NH:25]2)=[CH:21][CH:20]=1, predict the reactants needed to synthesize it. The reactants are: [CH3:1][NH:2][C:3]([C:5]1[CH:6]=[C:7]2[C:12](=[CH:13][CH:14]=1)[N:11]([CH2:15][CH:16]=O)[CH2:10][CH2:9][CH2:8]2)=[O:4].[F:18][C:19]1[CH:27]=[C:26]2[C:22]([C:23]([C:28]3[CH2:29][CH2:30][NH:31][CH2:32][CH:33]=3)=[CH:24][NH:25]2)=[CH:21][CH:20]=1.C(O)(=O)C.C([BH3-])#N.[Na+]. (5) Given the product [OH:9][CH2:8][C@H:3]([NH:2][CH2:18][CH2:19][CH:20]1[CH2:21][CH2:22][N:23]([C:26]([O:28][C:29]([CH3:30])([CH3:32])[CH3:31])=[O:27])[CH2:24][CH2:25]1)[C:4]([O:6][CH3:7])=[O:5], predict the reactants needed to synthesize it. The reactants are: Cl.[NH2:2][C@@H:3]([CH2:8][OH:9])[C:4]([O:6][CH3:7])=[O:5].C(N(CC)CC)C.O=[CH:18][CH2:19][CH:20]1[CH2:25][CH2:24][N:23]([C:26]([O:28][C:29]([CH3:32])([CH3:31])[CH3:30])=[O:27])[CH2:22][CH2:21]1.CO. (6) Given the product [Cl:1][C:2]1[CH:3]=[CH:4][C:5]2[N:6]([CH:10]=[C:11]([CH:13]3[CH2:15][CH2:14]3)[N:8]=2)[N:7]=1, predict the reactants needed to synthesize it. The reactants are: [Cl:1][C:2]1[N:7]=[N:6][C:5]([NH2:8])=[CH:4][CH:3]=1.Br[CH2:10][C:11]([CH:13]1[CH2:15][CH2:14]1)=O. (7) The reactants are: C([O:3][C:4](=[O:26])[CH:5]([C:12]1[CH:17]=[CH:16][C:15]([S:18]([CH3:21])(=[O:20])=[O:19])=[C:14]([C:22]([F:25])([F:24])[F:23])[CH:13]=1)[CH2:6][CH:7]1[CH2:11][CH2:10][CH2:9][CH2:8]1)C.[OH-].[Li+]. Given the product [CH:7]1([CH2:6][CH:5]([C:12]2[CH:17]=[CH:16][C:15]([S:18]([CH3:21])(=[O:20])=[O:19])=[C:14]([C:22]([F:25])([F:23])[F:24])[CH:13]=2)[C:4]([OH:26])=[O:3])[CH2:11][CH2:10][CH2:9][CH2:8]1, predict the reactants needed to synthesize it. (8) The reactants are: C(O)C.O.[CH3:5][C:6]1[CH:7]=[C:8]([CH:11]=[CH:12][C:13]=1[N+:14]([O-])=O)[C:9]#[N:10]. Given the product [NH2:14][C:13]1[CH:12]=[CH:11][C:8]([C:9]#[N:10])=[CH:7][C:6]=1[CH3:5], predict the reactants needed to synthesize it.